From a dataset of Full USPTO retrosynthesis dataset with 1.9M reactions from patents (1976-2016). Predict the reactants needed to synthesize the given product. (1) The reactants are: [C:1]([C:3]1[CH:8]=[CH:7][CH:6]=[CH:5][C:4]=1[C:9]1[C:10](=[O:30])[N:11]([C:24]2[CH:29]=[CH:28][CH:27]=[CH:26][CH:25]=2)[CH:12]=[C:13]([C:15]2[NH:16][C:17]3[CH:22]=[CH:21][N:20]=[CH:19][C:18]=3[N:23]=2)[CH:14]=1)#[N:2].[CH3:31]I. Given the product [C:1]([C:3]1[CH:8]=[CH:7][CH:6]=[CH:5][C:4]=1[C:9]1[C:10](=[O:30])[N:11]([C:24]2[CH:25]=[CH:26][CH:27]=[CH:28][CH:29]=2)[CH:12]=[C:13]([C:15]2[N:16]=[C:19]3[N:20]([CH3:31])[CH:21]=[CH:22][CH:17]=[C:18]3[N:23]=2)[CH:14]=1)#[N:2], predict the reactants needed to synthesize it. (2) Given the product [O:16]1[CH:20]=[CH:19][C:18]([CH:21]=[C:10]2[CH2:9][CH2:8][C:7]3[CH:6]=[C:5]([C:3]([O:2][CH3:1])=[O:4])[CH:14]=[CH:13][C:12]=3[C:11]2=[O:15])=[CH:17]1, predict the reactants needed to synthesize it. The reactants are: [CH3:1][O:2][C:3]([C:5]1[CH:14]=[CH:13][C:12]2[C:11](=[O:15])[CH2:10][CH2:9][CH2:8][C:7]=2[CH:6]=1)=[O:4].[O:16]1[CH:20]=[CH:19][C:18]([CH:21]=O)=[CH:17]1.